From a dataset of Forward reaction prediction with 1.9M reactions from USPTO patents (1976-2016). Predict the product of the given reaction. The product is: [F:18][C:3]1[C:2]([F:1])=[CH:7][CH:6]=[CH:5][C:4]=1[O:8][C:9]1[CH:10]=[CH:11][C:12]([NH2:15])=[CH:13][CH:14]=1. Given the reactants [F:1][C:2]1[CH:7]=[CH:6][CH:5]=[C:4]([O:8][C:9]2[CH:14]=[CH:13][C:12]([N+:15]([O-])=O)=[CH:11][CH:10]=2)[C:3]=1[F:18].O.NN, predict the reaction product.